Binary Classification. Given a T-cell receptor sequence (or CDR3 region) and an epitope sequence, predict whether binding occurs between them. From a dataset of TCR-epitope binding with 47,182 pairs between 192 epitopes and 23,139 TCRs. (1) Result: 0 (the TCR does not bind to the epitope). The epitope is KAFSPEVIPMF. The TCR CDR3 sequence is CASSYGGGTYEQYF. (2) The epitope is LQPFPQPELPYPQPQ. The TCR CDR3 sequence is CSARPRDRGINEQFF. Result: 0 (the TCR does not bind to the epitope). (3) The epitope is AYILFTRFFYV. The TCR CDR3 sequence is CASSLNREQFF. Result: 0 (the TCR does not bind to the epitope). (4) The epitope is VVYRGTTTY. The TCR CDR3 sequence is CASSLGSAGQVGGTQYF. Result: 1 (the TCR binds to the epitope). (5) The epitope is RIFTIGTVTLK. The TCR CDR3 sequence is CASSLVTAPTGAFF. Result: 0 (the TCR does not bind to the epitope). (6) The epitope is FLPRVFSAV. The TCR CDR3 sequence is CASSPGLAGGASYEQYF. Result: 1 (the TCR binds to the epitope). (7) The epitope is RIFTIGTVTLK. The TCR CDR3 sequence is CASSFTGSYRKGQYF. Result: 1 (the TCR binds to the epitope).